Task: Predict the product of the given reaction.. Dataset: Forward reaction prediction with 1.9M reactions from USPTO patents (1976-2016) Given the reactants [F:1][C:2]1[C:3]([NH:23][C:24]2[CH:29]=[CH:28][C:27]([CH:30]=[CH2:31])=[CH:26][C:25]=2[F:32])=[C:4]([CH:9]([OH:22])[CH2:10][O:11][Si:12]([CH:19]([CH3:21])[CH3:20])([CH:16]([CH3:18])[CH3:17])[CH:13]([CH3:15])[CH3:14])[CH:5]=[CH:6][C:7]=1[F:8].[H][H], predict the reaction product. The product is: [CH2:30]([C:27]1[CH:28]=[CH:29][C:24]([NH:23][C:3]2[C:2]([F:1])=[C:7]([F:8])[CH:6]=[CH:5][C:4]=2[CH:9]([OH:22])[CH2:10][O:11][Si:12]([CH:19]([CH3:21])[CH3:20])([CH:13]([CH3:15])[CH3:14])[CH:16]([CH3:18])[CH3:17])=[C:25]([F:32])[CH:26]=1)[CH3:31].